Task: Predict the product of the given reaction.. Dataset: Forward reaction prediction with 1.9M reactions from USPTO patents (1976-2016) (1) Given the reactants [C:1]([C:3]([C:6]1[CH:11]=[CH:10][C:9](B(O)O)=[CH:8][CH:7]=1)([CH3:5])[CH3:4])#[N:2].[NH2:15][C:16]1[C:17]([C:23]2[CH:24]=[C:25]3[C:30](=[CH:31][CH:32]=2)[C:29](=[O:33])[NH:28][CH2:27][CH2:26]3)=[N:18][C:19](Br)=[CH:20][N:21]=1, predict the reaction product. The product is: [NH2:15][C:16]1[N:21]=[CH:20][C:19]([C:9]2[CH:10]=[CH:11][C:6]([C:3]([CH3:5])([CH3:4])[C:1]#[N:2])=[CH:7][CH:8]=2)=[N:18][C:17]=1[C:23]1[CH:24]=[C:25]2[C:30](=[CH:31][CH:32]=1)[C:29](=[O:33])[NH:28][CH2:27][CH2:26]2. (2) Given the reactants [ClH:1].[CH3:2][N:3]([CH2:10][CH2:11][O:12][C:13]1[CH:26]=[CH:25][C:16]([CH2:17][CH:18]2[S:22][C:21](=[O:23])[NH:20][C:19]2=[O:24])=[CH:15][CH:14]=1)[C:4]1[CH:9]=[CH:8][CH:7]=[CH:6][N:5]=1, predict the reaction product. The product is: [ClH:1].[CH3:2][N:3]([CH2:10][CH2:11][O:12][C:13]1[CH:26]=[CH:25][C:16]([CH2:17][CH:18]2[S:22][C:21](=[O:23])[NH:20][C:19]2=[O:24])=[CH:15][CH:14]=1)[C:4]1[CH:9]=[CH:8][CH:7]=[CH:6][N:5]=1. (3) Given the reactants [C:1]([C:3]1[CH:8]=[C:7]([CH2:9][CH2:10][NH:11][C:12](=[O:18])[O:13][C:14]([CH3:17])([CH3:16])[CH3:15])[CH:6]=[CH:5][N:4]=1)#[N:2].[Cl:19][C:20]1[CH:21]=[C:22]([SH:29])[C:23](=[CH:27][CH:28]=1)[C:24](O)=[O:25], predict the reaction product. The product is: [Cl:19][C:20]1[CH:28]=[CH:27][C:23]2[C:24](=[O:25])[N:2]=[C:1]([C:3]3[CH:8]=[C:7]([CH2:9][CH2:10][NH:11][C:12](=[O:18])[O:13][C:14]([CH3:15])([CH3:17])[CH3:16])[CH:6]=[CH:5][N:4]=3)[S:29][C:22]=2[CH:21]=1. (4) Given the reactants [C:1]([NH:22][C@H:23]([C:36]([OH:38])=[O:37])[CH2:24][C:25]1[CH:30]=[CH:29][C:28]([O:31][P:32]([OH:35])([OH:34])=[O:33])=[CH:27][CH:26]=1)(=[O:21])[CH2:2][CH2:3][CH2:4]/[CH:5]=[CH:6]\[CH2:7][CH:8]=[CH:9][CH2:10][CH:11]=[CH:12][CH2:13][CH:14]=[CH:15][CH2:16][CH2:17][CH2:18][CH2:19][CH3:20].C(O)(=O)CCC/C=C\CC=CCC=CCC=CCC=CCC, predict the reaction product. The product is: [C:1]([NH:22][C@H:23]([C:36]([OH:38])=[O:37])[CH2:24][C:25]1[CH:30]=[CH:29][C:28]([O:31][P:32]([OH:35])([OH:34])=[O:33])=[CH:27][CH:26]=1)(=[O:21])[CH2:2][CH2:3][CH2:4]/[CH:5]=[CH:6]\[CH2:7][CH:8]=[CH:9][CH2:10][CH:11]=[CH:12][CH2:13][CH:14]=[CH:15][CH2:16][CH:17]=[CH:18][CH2:19][CH3:20]. (5) The product is: [C:7]([O:10][C@@H:11]1[C@@H:19]([C@@:20]2([CH3:34])[CH2:25][CH2:24][C@H:23]([OH:26])[CH2:22][C@@H:21]2[CH2:27][CH2:28][N:29]2[CH:33]=[N:32][CH:31]=[N:30]2)[CH2:18][CH2:17][C@@:16]2([CH3:35])[C@H:12]1[CH2:13][CH2:14][C:15]2=[CH2:1])(=[O:9])[CH3:8]. Given the reactants [CH3:1]C([O-])(C)C.[K+].[C:7]([O:10][C@@H:11]1[C@@H:19]([C@@:20]2([CH3:34])[CH2:25][CH2:24][C@H:23]([OH:26])[CH2:22][C@@H:21]2[CH2:27][CH2:28][N:29]2[CH:33]=[N:32][CH:31]=[N:30]2)[CH2:18][CH2:17][C@@:16]2([CH3:35])[C@H:12]1[CH2:13][CH2:14][C:15]2=O)(=[O:9])[CH3:8], predict the reaction product.